This data is from Forward reaction prediction with 1.9M reactions from USPTO patents (1976-2016). The task is: Predict the product of the given reaction. (1) Given the reactants [CH3:1][C:2]1[CH:3]=[C:4]2[N:9]([C:10]=1[CH2:11][N:12]1[CH2:18][CH2:17][CH2:16][O:15][CH2:14][CH2:13]1)[N:8]=[CH:7][N:6]=[C:5]2[NH2:19].[Br:20]N1C(C)(C)C(=O)N(Br)C1=O, predict the reaction product. The product is: [Br:20][C:3]1[C:2]([CH3:1])=[C:10]([CH2:11][N:12]2[CH2:18][CH2:17][CH2:16][O:15][CH2:14][CH2:13]2)[N:9]2[C:4]=1[C:5]([NH2:19])=[N:6][CH:7]=[N:8]2. (2) Given the reactants C(OC(=O)[NH:7][CH2:8][CH2:9][NH:10][C:11](=[O:43])[CH2:12][CH2:13][N:14]([C:21]([C:23]1[CH:42]=[CH:41][C:26]2[N:27]([CH3:40])[C:28]([CH2:30][NH:31][C:32]3[CH:37]=[CH:36][C:35]([C:38]#[N:39])=[CH:34][CH:33]=3)=[N:29][C:25]=2[CH:24]=1)=[O:22])[C:15]1[CH:20]=[CH:19][CH:18]=[CH:17][N:16]=1)(C)(C)C.Cl.C(=O)([O-])[O-].[NH4+:50].[NH4+], predict the reaction product. The product is: [NH2:7][CH2:8][CH2:9][NH:10][C:11]([CH2:12][CH2:13][N:14]([C:15]1[CH:20]=[CH:19][CH:18]=[CH:17][N:16]=1)[C:21]([C:23]1[CH:42]=[CH:41][C:26]2[N:27]([CH3:40])[C:28]([CH2:30][NH:31][C:32]3[CH:33]=[CH:34][C:35]([C:38](=[NH:39])[NH2:50])=[CH:36][CH:37]=3)=[N:29][C:25]=2[CH:24]=1)=[O:22])=[O:43]. (3) Given the reactants Cl.[Cl:2][C:3]1[CH:8]=[CH:7][C:6]([C:9]2([OH:21])[CH2:14][CH2:13][N:12]([C@H:15]3[C@H:19]([OH:20])[CH2:18][NH:17][CH2:16]3)[CH2:11][CH2:10]2)=[CH:5][CH:4]=1.Cl[C:23]1[C:28]([CH3:29])=[C:27]([CH3:30])[N:26]=[C:25]([C:31]([F:34])([F:33])[F:32])[N:24]=1.C(N(C(C)C)CC)(C)C, predict the reaction product. The product is: [Cl:2][C:3]1[CH:8]=[CH:7][C:6]([C:9]2([OH:21])[CH2:14][CH2:13][N:12]([CH:15]3[CH:19]([OH:20])[CH2:18][N:17]([C:23]4[C:28]([CH3:29])=[C:27]([CH3:30])[N:26]=[C:25]([C:31]([F:33])([F:34])[F:32])[N:24]=4)[CH2:16]3)[CH2:11][CH2:10]2)=[CH:5][CH:4]=1. (4) Given the reactants [Cl:1][C:2]1[CH:3]=[CH:4][C:5]2[N:11]3[CH:12]=[CH:13][CH:14]=[C:10]3[CH:9]([CH2:15][C:16]([N:18]3[CH2:23][CH2:22][CH:21]([CH2:24][C:25]([O:27]CC)=[O:26])[CH2:20][CH2:19]3)=[O:17])[O:8][CH:7]([C:30](=[O:39])[C:31]3[CH:36]=[CH:35][CH:34]=[C:33]([Cl:37])[C:32]=3[Cl:38])[C:6]=2[CH:40]=1.O1CCCC1.C(=O)([O-])[O-].[K+].[K+].C(O)(=O)CC(CC(O)=O)(C(O)=O)O, predict the reaction product. The product is: [Cl:1][C:2]1[CH:3]=[CH:4][C:5]2[N:11]3[CH:12]=[CH:13][CH:14]=[C:10]3[CH:9]([CH2:15][C:16]([N:18]3[CH2:19][CH2:20][CH:21]([CH2:24][C:25]([OH:27])=[O:26])[CH2:22][CH2:23]3)=[O:17])[O:8][CH:7]([C:30](=[O:39])[C:31]3[CH:36]=[CH:35][CH:34]=[C:33]([Cl:37])[C:32]=3[Cl:38])[C:6]=2[CH:40]=1. (5) Given the reactants [OH:1][C:2]1[C:9]([N+:10]([O-:12])=[O:11])=[CH:8][C:5]([CH:6]=O)=[CH:4][C:3]=1[O:13][CH2:14][CH2:15][OH:16].[C:17]1([C:23](=O)[CH2:24][C:25]2[CH:30]=[CH:29][CH:28]=[CH:27][CH:26]=2)[CH:22]=[CH:21][CH:20]=[CH:19][CH:18]=1.[NH2:32][C:33]([NH2:35])=[O:34].Cl, predict the reaction product. The product is: [OH:1][C:2]1[C:9]([N+:10]([O-:12])=[O:11])=[CH:8][C:5]([CH:6]2[C:24]([C:25]3[CH:30]=[CH:29][CH:28]=[CH:27][CH:26]=3)=[C:23]([C:17]3[CH:22]=[CH:21][CH:20]=[CH:19][CH:18]=3)[NH:35][C:33](=[O:34])[NH:32]2)=[CH:4][C:3]=1[O:13][CH2:14][CH2:15][OH:16].